From a dataset of Forward reaction prediction with 1.9M reactions from USPTO patents (1976-2016). Predict the product of the given reaction. (1) Given the reactants O[C:2]1[C:15]2[NH:14][C:13](=[O:16])[C:12]3[CH2:11][CH2:10][CH2:9][CH2:8][C:7]=3[C:6]=2[CH:5]=[CH:4][CH:3]=1.[OH-:17].[K+].Br[C:20]1[CH:25]=[CH:24][CH:23]=[CH:22][N:21]=1.Cl, predict the reaction product. The product is: [N:21]1[CH:22]=[CH:23][CH:24]=[CH:25][C:20]=1[O:17][C:3]1[CH:4]=[CH:5][C:6]2[C:7]3[CH2:8][CH2:9][CH2:10][CH2:11][C:12]=3[C:13](=[O:16])[NH:14][C:15]=2[CH:2]=1. (2) Given the reactants C([Li])CCC.[Cl:6][C:7]1[CH:8]=[CH:9][C:10]2[N:11]([N:13]=[C:14]([C:16]3[CH:20]=[CH:19][O:18][CH:17]=3)[CH:15]=2)[CH:12]=1.[CH3:21][Si:22](Cl)([CH3:24])[CH3:23].[Cl-].[NH4+], predict the reaction product. The product is: [Cl:6][C:7]1[CH:8]=[CH:9][C:10]2[N:11]([N:13]=[C:14]([C:16]3[CH:20]=[CH:19][O:18][CH:17]=3)[CH:15]=2)[C:12]=1[Si:22]([CH3:24])([CH3:23])[CH3:21]. (3) Given the reactants FC1C=C([C:12]2[N:17]=[C:16]3[N:18]([CH2:21][C:22]4[CH:23]=[C:24]5[C:29](=[CH:30][CH:31]=4)[N:28]=[CH:27][CH:26]=[CH:25]5)[N:19]=[N:20][C:15]3=[CH:14][CH:13]=2)C=CC=1C(NC)=O.[C:32]1([OH:38])[CH:37]=[CH:36][CH:35]=[CH:34][CH:33]=1.CC(C)([O-])C.[K+], predict the reaction product. The product is: [O:38]([C:12]1[N:17]=[C:16]2[N:18]([CH2:21][C:22]3[CH:23]=[C:24]4[C:29](=[CH:30][CH:31]=3)[N:28]=[CH:27][CH:26]=[CH:25]4)[N:19]=[N:20][C:15]2=[CH:14][CH:13]=1)[C:32]1[CH:37]=[CH:36][CH:35]=[CH:34][CH:33]=1.